Dataset: Catalyst prediction with 721,799 reactions and 888 catalyst types from USPTO. Task: Predict which catalyst facilitates the given reaction. (1) The catalyst class is: 72. Product: [CH3:1][CH:2]1[C:3]([CH2:14][OH:18])([CH2:8][OH:9])[CH2:4][CH:5]=[CH:6][CH2:7]1. Reactant: [CH3:1][CH:2]1[CH2:7][CH:6]=[CH:5][CH2:4][CH:3]1[CH:8]=[O:9].C=CC=C.[CH:14](=[O:18])/C=C/C.C=O.[OH-].[K+]. (2) Reactant: [F:1][C:2]1[CH:7]=[CH:6][C:5]([C:8]([F:11])([F:10])[F:9])=[CH:4][C:3]=1[NH:12][C:13]([C:15]1[CH:16]=[CH:17][C:18]([CH3:24])=[C:19]([CH:23]=1)[C:20](O)=[O:21])=[O:14].C(N(C(C)C)CC)(C)C.ON1C2C=CC=CC=2N=N1.CCN=C=NCCCN(C)C.Cl.[CH3:56][N:57]1[CH2:62][CH2:61][N:60]([C:63]2[CH:68]=[CH:67][C:66]([NH:69][C:70]3[N:75]=[CH:74][C:73]([NH2:76])=[CH:72][N:71]=3)=[CH:65][CH:64]=2)[CH2:59][CH2:58]1. Product: [F:1][C:2]1[CH:7]=[CH:6][C:5]([C:8]([F:11])([F:9])[F:10])=[CH:4][C:3]=1[NH:12][C:13](=[O:14])[C:15]1[CH:16]=[CH:17][C:18]([CH3:24])=[C:19]([C:20]([NH:76][C:73]2[CH:74]=[N:75][C:70]([NH:69][C:66]3[CH:65]=[CH:64][C:63]([N:60]4[CH2:59][CH2:58][N:57]([CH3:56])[CH2:62][CH2:61]4)=[CH:68][CH:67]=3)=[N:71][CH:72]=2)=[O:21])[CH:23]=1. The catalyst class is: 4.